Dataset: Reaction yield outcomes from USPTO patents with 853,638 reactions. Task: Predict the reaction yield, written as a fraction of the theoretical maximum amount of product (1.0 means a 100% yield; for example, 0.34 means a 34% yield). (1) The reactants are C[O:2][C:3]([C:5]1[S:9][C:8]([N:10]2[C:14]3[CH:15]=[C:16]([O:21][CH3:22])[C:17]([O:19][CH3:20])=[CH:18][C:13]=3[N:12]=[CH:11]2)=[N:7][C:6]=1Br)=[O:4].[Cl:24][C:25]1[CH:26]=[C:27](B(O)O)[CH:28]=[CH:29][C:30]=1[C:31]([F:34])([F:33])[F:32]. No catalyst specified. The product is [Cl:24][C:25]1[CH:26]=[C:27]([C:6]2[N:7]=[C:8]([N:10]3[C:14]4[CH:15]=[C:16]([O:21][CH3:22])[C:17]([O:19][CH3:20])=[CH:18][C:13]=4[N:12]=[CH:11]3)[S:9][C:5]=2[C:3]([OH:2])=[O:4])[CH:28]=[CH:29][C:30]=1[C:31]([F:32])([F:33])[F:34]. The yield is 0.160. (2) The catalyst is C1COCC1.C1C=CC([P]([Pd]([P](C2C=CC=CC=2)(C2C=CC=CC=2)C2C=CC=CC=2)([P](C2C=CC=CC=2)(C2C=CC=CC=2)C2C=CC=CC=2)[P](C2C=CC=CC=2)(C2C=CC=CC=2)C2C=CC=CC=2)(C2C=CC=CC=2)C2C=CC=CC=2)=CC=1. The product is [Cl:12][C:4]1[N:3]=[C:2]([CH3:14])[C:11]2[C:6]([CH:5]=1)=[CH:7][CH:8]=[CH:9][CH:10]=2. The yield is 0.780. The reactants are Cl[C:2]1[C:11]2[C:6](=[CH:7][CH:8]=[CH:9][CH:10]=2)[CH:5]=[C:4]([Cl:12])[N:3]=1.[Cl-].[CH3:14][Zn+].